This data is from Catalyst prediction with 721,799 reactions and 888 catalyst types from USPTO. The task is: Predict which catalyst facilitates the given reaction. Reactant: Cl.[NH2:2][C@@H:3]1[CH2:7][C@H:6]([CH2:8][OH:9])[C@@H:5]([OH:10])[C@@H:4]1[F:11].[Cl:12][C:13]1[CH:14]=[C:15]([CH:31]=[CH:32][CH:33]=1)[CH2:16][C:17]1[S:21][C:20]([C:22]([C:24]2[C:25](Cl)=[N:26][CH:27]=[N:28][CH:29]=2)=[O:23])=[CH:19][CH:18]=1.C(N(CC)C(C)C)(C)C. Product: [Cl:12][C:13]1[CH:14]=[C:15]([CH:31]=[CH:32][CH:33]=1)[CH2:16][C:17]1[S:21][C:20]([C:22]([C:24]2[C:29]([NH:2][C@@H:3]3[CH2:7][C@H:6]([CH2:8][OH:9])[C@@H:5]([OH:10])[C@@H:4]3[F:11])=[N:28][CH:27]=[N:26][CH:25]=2)=[O:23])=[CH:19][CH:18]=1. The catalyst class is: 41.